This data is from Forward reaction prediction with 1.9M reactions from USPTO patents (1976-2016). The task is: Predict the product of the given reaction. Given the reactants [CH:1]([O:4][C:5]1[CH:13]=[CH:12][C:11]([S:14]([CH3:17])(=[O:16])=[O:15])=[CH:10][C:6]=1[C:7]([OH:9])=O)([CH3:3])[CH3:2].Cl.[N:19]1([C:25]2[S:26][C:27]3[C:28](=[C:30]([OH:34])[CH:31]=[CH:32][CH:33]=3)[N:29]=2)[CH2:24][CH2:23][NH:22][CH2:21][CH2:20]1, predict the reaction product. The product is: [OH:34][C:30]1[C:28]2[N:29]=[C:25]([N:19]3[CH2:24][CH2:23][N:22]([C:7]([C:6]4[CH:10]=[C:11]([S:14]([CH3:17])(=[O:16])=[O:15])[CH:12]=[CH:13][C:5]=4[O:4][CH:1]([CH3:2])[CH3:3])=[O:9])[CH2:21][CH2:20]3)[S:26][C:27]=2[CH:33]=[CH:32][CH:31]=1.